From a dataset of Experimentally validated miRNA-target interactions with 360,000+ pairs, plus equal number of negative samples. Binary Classification. Given a miRNA mature sequence and a target amino acid sequence, predict their likelihood of interaction. (1) The miRNA is ath-miR859 with sequence UCUCUCUGUUGUGAAGUCAAA. The protein sequence of the target gene is MAAALPRTLGELQLYRILQKANLLSYFDAFIQQGGDDVQQLCEAGEEEFLEIMALVGMASKPLHVRRLQKALRDWVTNPGLFNQPLTSLPVSSIPIYKLPEGSPTWLGISCSSYERSSNAREPHLKIPKCAATTCVQSLGQGKSDVVGSLALQSVGESRLWQGHHATESEHSLSPADLGSPASPKESSEALDAAAALSVAECVERMAPTLPKSDLNEVKELLKTNKKLAKMIGHIFEMNDDDPHKEEEIRKYSAIYGRFDSKRKDGKHLTLHELTVNEAAAQLCVKDNALLTRRDELFAL.... Result: 0 (no interaction). (2) The miRNA is hsa-miR-492 with sequence AGGACCUGCGGGACAAGAUUCUU. The protein sequence of the target gene is MAAAEPSPRRVGFVGAGRMAGAIAQGLIRAGKVEAQHILASAPTDRNLCHFQALGCRTTHSNQEVLQSCLLVIFATKPHVLPAVLAEVAPVVTTEHILVSVAAGVSLSTLEELLPPNTRVLRVLPNLPCVVQEGAIVMARGRHVGSSETKLLQHLLEACGRCEEVPEAYVDIHTGLSGSGVAFVCAFSEALAEGAVKMGMPSSLAHRIAAQTLLGTAKMLLHEGQHPAQLRSDVCTPGGTTIYGLHALEQGGLRAATMSAVEAATCRAKELSRK. Result: 1 (interaction). (3) The miRNA is hsa-let-7f-5p with sequence UGAGGUAGUAGAUUGUAUAGUU. The protein sequence of the target gene is MSRPLLITFTPATDPSDLWKDGQQQPQPEKPESTLDGAAARAFYEALIGDESSAPDSQRSQTEPARERKRKKRRIMKAPAAEAVAEGASGRHGQGRSLEAEDKMTHRILRAAQEGDLPELRRLLEPHEAGGAGGNINARDAFWWTPLMCAARAGQGAAVSYLLGRGAAWVGVCELSGRDAAQLAEEAGFPEVARMVRESHGETRSPENRSPTPSLQYCENCDTHFQDSNHRTSTAHLLSLSQGPQPPNLPLGVPISSPGFKLLLRGGWEPGMGLGPRGEGRANPIPTVLKRDQEGLGYRS.... Result: 0 (no interaction). (4) The miRNA is mmu-miR-547-3p with sequence CUUGGUACAUCUUUGAGUGAG. The protein sequence of the target gene is MLLSGGDPPAQEWFMVQTKSKPRVQRQRLQVQRIFRVKLNAFQSRPDTPYFWLQLEGPRENMGKAKEYLKGLCSPELWKEVRYPPILHCAFLGAQGLFLDCLCWSTLAYLVPGPPGSLMVGGLTESFIMTQNWLEELVGRLRWGPAPLLTPRGIWEAEVTRAFGALVWIRGDQHAGDLLQLPPAVQELLLSLVRDAAGKEDIIEWLSRFGISDSHSDPEVLICPPQQQKEAPAMVSVGESPGPFVDMGTLQNRGPENSKRLSSLGATGSLITAQSTPQEAANQLVRVGSNNQDGMDSAQE.... Result: 0 (no interaction).